This data is from Full USPTO retrosynthesis dataset with 1.9M reactions from patents (1976-2016). The task is: Predict the reactants needed to synthesize the given product. (1) Given the product [CH3:2][O:3][C:4]([C@@H:5]1[CH2:9][CH2:8][CH2:7][N:6]1[N:23]=[O:24])=[O:10], predict the reactants needed to synthesize it. The reactants are: Cl.[CH3:2][O:3][C:4](=[O:10])[C@@H:5]1[CH2:9][CH2:8][CH2:7][NH:6]1.O.C1(C)C=CC(S(O)(=O)=O)=CC=1.[N:23]([O-])=[O:24].[Na+]. (2) Given the product [CH:27]1([NH:26][C:24](=[O:25])[C:23]2[CH:30]=[CH:31][C:32]([CH3:33])=[C:21]([N:17]3[CH:18]=[CH:19][N:20]=[C:15]([NH:14][C:11]4([C:6]5[CH:7]=[CH:8][CH:9]=[CH:10][C:5]=5[O:4][CH2:3][CH2:2][NH:35][CH2:36][C@@H:37]([OH:39])[CH3:38])[CH2:13][CH2:12]4)[C:16]3=[O:34])[CH:22]=2)[CH2:29][CH2:28]1, predict the reactants needed to synthesize it. The reactants are: Cl[CH2:2][CH2:3][O:4][C:5]1[CH:10]=[CH:9][CH:8]=[CH:7][C:6]=1[C:11]1([NH:14][C:15]2[C:16](=[O:34])[N:17]([C:21]3[CH:22]=[C:23]([CH:30]=[CH:31][C:32]=3[CH3:33])[C:24]([NH:26][CH:27]3[CH2:29][CH2:28]3)=[O:25])[CH:18]=[CH:19][N:20]=2)[CH2:13][CH2:12]1.[NH2:35][CH2:36][C@@H:37]([OH:39])[CH3:38].